Dataset: Forward reaction prediction with 1.9M reactions from USPTO patents (1976-2016). Task: Predict the product of the given reaction. (1) Given the reactants CCN=C=NCCCN(C)C.Cl.[C:13]([OH:23])(=O)[C:14]1[CH:19]=[CH:18][CH:17]=[C:16]([O:20][CH3:21])[CH:15]=1.C(N(CC)CC)C.[NH2:31][CH2:32][CH2:33][NH:34][C:35]1[C:44]([C:45]#[N:46])=[CH:43][C:42]2[C:37](=[CH:38][C:39]([CH3:48])=[CH:40][C:41]=2[CH3:47])[N:36]=1, predict the reaction product. The product is: [C:45]([C:44]1[C:35]([NH:34][CH2:33][CH2:32][NH:31][C:13](=[O:23])[C:14]2[CH:19]=[CH:18][CH:17]=[C:16]([O:20][CH3:21])[CH:15]=2)=[N:36][C:37]2[C:42]([CH:43]=1)=[C:41]([CH3:47])[CH:40]=[C:39]([CH3:48])[CH:38]=2)#[N:46]. (2) Given the reactants [CH2:1]([NH:8][CH2:9][C:10]([O:12][CH2:13][CH3:14])=[O:11])[C:2]1[CH:7]=[CH:6][CH:5]=[CH:4][CH:3]=1.[C:15]([C:17](=[CH:23]OCC)[C:18]([O:20][CH2:21][CH3:22])=[O:19])#[N:16].CCN(CC)CC, predict the reaction product. The product is: [NH2:16][C:15]1[C:17]([C:18]([O:20][CH2:21][CH3:22])=[O:19])=[CH:23][N:8]([CH2:1][C:2]2[CH:7]=[CH:6][CH:5]=[CH:4][CH:3]=2)[C:9]=1[C:10]([O:12][CH2:13][CH3:14])=[O:11].